Dataset: Full USPTO retrosynthesis dataset with 1.9M reactions from patents (1976-2016). Task: Predict the reactants needed to synthesize the given product. (1) Given the product [F:16][C:13]1([F:17])[CH2:12][CH2:11][CH2:10][C@@H:9]([NH:8][C:6]2[C:5]([C:18]3[CH:19]=[N:20][N:21]([CH3:23])[CH:22]=3)=[CH:4][N:3]=[C:2]([C:34]3[CH:33]=[CH:32][CH:31]=[C:30]([C:28]4[CH:27]=[N:26][N:25]([CH3:24])[CH:29]=4)[CH:35]=3)[N:7]=2)[C@@H:14]1[OH:15], predict the reactants needed to synthesize it. The reactants are: Cl[C:2]1[N:7]=[C:6]([NH:8][C@H:9]2[C@H:14]([OH:15])[C:13]([F:17])([F:16])[CH2:12][CH2:11][CH2:10]2)[C:5]([C:18]2[CH:19]=[N:20][N:21]([CH3:23])[CH:22]=2)=[CH:4][N:3]=1.[CH3:24][N:25]1[CH:29]=[C:28]([C:30]2[CH:35]=[CH:34][CH:33]=[C:32](B3OC(C)(C)C(C)(C)O3)[CH:31]=2)[CH:27]=[N:26]1.[O-]P([O-])([O-])=O.[K+].[K+].[K+]. (2) Given the product [CH3:1][C:2]1[C:3]([NH2:20])=[CH:4][S:5][C:6]=1[C:7]1[CH:12]=[CH:11][CH:10]=[C:9]([N+:13]([O-:15])=[O:14])[CH:8]=1, predict the reactants needed to synthesize it. The reactants are: [CH3:1][C:2]1[C:3]([NH:20]C(=O)C(F)(F)F)=[C:4](C(OC)=O)[S:5][C:6]=1[C:7]1[CH:12]=[CH:11][CH:10]=[C:9]([N+:13]([O-:15])=[O:14])[CH:8]=1.[OH-].[Na+].Cl.C([O-])(O)=O.[Na+]. (3) Given the product [O:18]1[CH2:19][CH2:20][CH:15]([C:12]2[CH:11]=[CH:10][C:9]([OH:8])=[CH:14][CH:13]=2)[CH2:16][CH2:17]1, predict the reactants needed to synthesize it. The reactants are: C([O:8][C:9]1[CH:14]=[CH:13][C:12]([C:15]2[CH2:16][CH2:17][O:18][CH2:19][CH:20]=2)=[CH:11][CH:10]=1)C1C=CC=CC=1.[H][H]. (4) Given the product [CH:23]([O:26][C:27]1[CH:35]=[CH:34][C:30]([C:31]2[O:1][N:2]=[C:3]([C:5]3[CH:13]=[CH:12][C:11]4[NH:10][C:9]5[CH:14]([CH2:17][C:18]([O:20][CH2:21][CH3:22])=[O:19])[CH2:15][CH2:16][C:8]=5[C:7]=4[CH:6]=3)[N:4]=2)=[CH:29][C:28]=1[S:36]([CH3:39])(=[O:38])=[O:37])([CH3:24])[CH3:25], predict the reactants needed to synthesize it. The reactants are: [OH:1][N:2]=[C:3]([C:5]1[CH:13]=[CH:12][C:11]2[NH:10][C:9]3[CH:14]([CH2:17][C:18]([O:20][CH2:21][CH3:22])=[O:19])[CH2:15][CH2:16][C:8]=3[C:7]=2[CH:6]=1)[NH2:4].[CH:23]([O:26][C:27]1[CH:35]=[CH:34][C:30]([C:31](O)=O)=[CH:29][C:28]=1[S:36]([CH3:39])(=[O:38])=[O:37])([CH3:25])[CH3:24]. (5) Given the product [CH3:22][C:16]1[CH:17]=[CH:18][CH:19]=[C:20]([CH3:21])[C:15]=1[CH2:14][NH:13][C:4]1[C:5]2[N:9]=[C:8]([CH3:10])[N:7]([CH3:11])[C:6]=2[CH:12]=[C:2]([C:51]([O:53][CH2:28][CH3:29])=[O:50])[CH:3]=1, predict the reactants needed to synthesize it. The reactants are: Br[C:2]1[CH:3]=[C:4]([NH:13][CH2:14][C:15]2[C:20]([CH3:21])=[CH:19][CH:18]=[CH:17][C:16]=2[CH3:22])[C:5]2[N:9]=[C:8]([CH3:10])[N:7]([CH3:11])[C:6]=2[CH:12]=1.C(N([CH2:28][CH3:29])CC)C.C1(P(C2C=CC=CC=2)C2C=CC=CC=2)C=CC=CC=1.[C]=[O:50].[CH2:51]([OH:53])C. (6) Given the product [CH:6]1([N:21]2[C:22](=[O:29])[C:23]3[C:28](=[CH:27][CH:26]=[CH:25][CH:24]=3)[C:20]2=[O:30])[CH2:5][CH2:4][CH2:3][CH:2]=[CH:1]1, predict the reactants needed to synthesize it. The reactants are: [C:1]1(P([C:1]2[CH:6]=[CH:5][CH:4]=[CH:3][CH:2]=2)[C:1]2[CH:6]=[CH:5][CH:4]=[CH:3][CH:2]=2)[CH:6]=[CH:5][CH:4]=[CH:3][CH:2]=1.[C:20]1(=[O:30])[C:28]2[C:23](=[CH:24][CH:25]=[CH:26][CH:27]=2)[C:22](=[O:29])[NH:21]1.C1(O)CCCC=C1.CC(OC(/N=N/C(OC(C)C)=O)=O)C. (7) Given the product [CH2:37]([NH:39][C:13]([CH:5]1[CH2:6][C:7]2([CH3:12])[CH2:10][CH2:11][C:4]1([CH:1]([CH3:2])[CH3:3])[CH:9]=[CH:8]2)=[O:15])[CH3:38], predict the reactants needed to synthesize it. The reactants are: [CH:1]([C:4]12[CH2:11][CH2:10][C:7]([CH3:12])([CH:8]=[CH:9]1)[CH2:6][CH:5]2[C:13]([OH:15])=O)([CH3:3])[CH3:2].C(C12CCC(C)(C=C1)C(C(O)=O)C2)(C)C.S(Cl)(Cl)=O.[OH-].[K+].[CH2:37]([NH2:39])[CH3:38].